The task is: Predict which catalyst facilitates the given reaction.. This data is from Catalyst prediction with 721,799 reactions and 888 catalyst types from USPTO. (1) Reactant: C(OC(=O)[NH:7][C:8]1[CH:13]=[C:12]([N:14]2[CH2:19][CH2:18][O:17][CH2:16][CH2:15]2)[C:11]([C:20]([F:23])([F:22])[F:21])=[CH:10][C:9]=1[NH:24][C:25](=[O:44])[CH2:26][C:27]([C:29]1[CH:34]=[CH:33][CH:32]=[C:31]([N:35]2[C:39]([CH2:40][N:41]([CH3:43])[CH3:42])=[CH:38][N:37]=[N:36]2)[CH:30]=1)=O)(C)(C)C.C(O)(C(F)(F)F)=O. Product: [CH3:43][N:41]([CH2:40][C:39]1[N:35]([C:31]2[CH:30]=[C:29]([C:27]3[CH2:26][C:25](=[O:44])[NH:24][C:9]4[CH:10]=[C:11]([C:20]([F:21])([F:22])[F:23])[C:12]([N:14]5[CH2:19][CH2:18][O:17][CH2:16][CH2:15]5)=[CH:13][C:8]=4[N:7]=3)[CH:34]=[CH:33][CH:32]=2)[N:36]=[N:37][CH:38]=1)[CH3:42]. The catalyst class is: 2. (2) Reactant: [Cl:1][C:2]1[C:7]([O:8][CH3:9])=[CH:6][CH:5]=[CH:4][C:3]=1[CH:10]([OH:26])[C:11]1[CH:16]=[C:15]([F:17])[CH:14]=[CH:13][C:12]=1[NH:18]C(=O)OC(C)(C)C.Cl.O. Product: [NH2:18][C:12]1[CH:13]=[CH:14][C:15]([F:17])=[CH:16][C:11]=1[CH:10]([C:3]1[CH:4]=[CH:5][CH:6]=[C:7]([O:8][CH3:9])[C:2]=1[Cl:1])[OH:26]. The catalyst class is: 12. (3) Reactant: [CH2:1]([O:3][C:4](=[O:39])[CH2:5][CH2:6][CH2:7][O:8][C:9]1[CH:14]=[CH:13][CH:12]=[C:11]([CH2:15][CH2:16][CH2:17][CH2:18][CH2:19][CH2:20][O:21][C:22]2[CH:27]=[C:26]([O:28][CH2:29][CH3:30])[CH:25]=[C:24](Br)[CH:23]=2)[C:10]=1[CH2:32][CH2:33][C:34]([O:36][CH2:37][CH3:38])=[O:35])[CH3:2].[O:40]1[C:45]2[CH:46]=[CH:47][C:48](B(O)O)=[CH:49][C:44]=2[O:43][CH2:42][CH2:41]1.C(=O)([O-])[O-].[Cs+].[Cs+]. Product: [CH2:1]([O:3][C:4](=[O:39])[CH2:5][CH2:6][CH2:7][O:8][C:9]1[CH:14]=[CH:13][CH:12]=[C:11]([CH2:15][CH2:16][CH2:17][CH2:18][CH2:19][CH2:20][O:21][C:22]2[CH:27]=[C:26]([O:28][CH2:29][CH3:30])[CH:25]=[C:24]([C:48]3[CH:47]=[CH:46][C:45]4[O:40][CH2:41][CH2:42][O:43][C:44]=4[CH:49]=3)[CH:23]=2)[C:10]=1[CH2:32][CH2:33][C:34]([O:36][CH2:37][CH3:38])=[O:35])[CH3:2]. The catalyst class is: 140.